From a dataset of Catalyst prediction with 721,799 reactions and 888 catalyst types from USPTO. Predict which catalyst facilitates the given reaction. Reactant: [NH2:1][C:2]1[C:3]([CH3:8])=[CH:4][CH:5]=[CH:6][CH:7]=1.O=[S:10](Cl)Cl.S(=NS(C)(=O)=O)=O.N1C=CC=CC=1. Product: [N:1]1[S:10][CH:8]=[C:3]2[CH:4]=[CH:5][CH:6]=[CH:7][C:2]=12. The catalyst class is: 11.